Dataset: Catalyst prediction with 721,799 reactions and 888 catalyst types from USPTO. Task: Predict which catalyst facilitates the given reaction. (1) Reactant: [Br:1][C:2]1[CH:11]=[CH:10][C:9]2[C:4](=[CH:5][CH:6]=[CH:7][CH:8]=2)[CH:3]=1.[Cl:12][CH2:13][C:14](Cl)=[O:15].O.CCOC(C)=O.CCCCCC. Product: [Br:1][C:2]1[CH:3]=[C:4]2[C:9](=[CH:10][CH:11]=1)[CH:8]=[C:7]([C:14](=[O:15])[CH2:13][Cl:12])[CH:6]=[CH:5]2. The catalyst class is: 4. (2) Reactant: [CH3:1][O:2][C:3](=[O:18])[C:4]1[CH:9]=[CH:8][CH:7]=[C:6]([C:10]2[N:11]=[C:12]([CH2:16][OH:17])SC=2C)[CH:5]=1.[O:19]1[CH:24]=[CH:23][CH2:22][CH2:21][CH2:20]1.O.[C:26]1(C)C=C[C:29]([S:32](O)(=O)=O)=[CH:28][CH:27]=1. Product: [CH3:1][O:2][C:3](=[O:18])[C:4]1[CH:9]=[CH:8][CH:7]=[C:6]([C:10]2[S:32][C:29]([CH2:28][CH2:27][CH3:26])=[C:12]([CH2:16][O:17][CH:24]3[CH2:23][CH2:22][CH2:21][CH2:20][O:19]3)[N:11]=2)[CH:5]=1. The catalyst class is: 25. (3) Reactant: C([NH:8][C:9]1[N:17]=[CH:16][N:15]=[C:14]2[C:10]=1[N:11]=[CH:12][N:13]2[C@@H:18]1[O:24][C@H:23]([CH2:25][OH:26])[C@@H:21]([OH:22])[C@H:19]1[OH:20])C1C=CC=CC=1.[Cl:27]N1C(=O)CCC1=O. Product: [Cl:27][C:12]1[N:13]([C:14]2[N:15]=[CH:16][N:17]=[C:9]([NH2:8])[C:10]=2[N:11]=1)[C@@H:18]1[O:24][C@H:23]([CH2:25][OH:26])[C@@H:21]([OH:22])[C@H:19]1[OH:20]. The catalyst class is: 3. (4) Reactant: C1COCC1.[O:6]=[C:7]1[NH:11][CH:10]=[C:9]([C:12]([O:14]CC)=O)[O:8]1.[OH-].[Na+].O.Cl.CCN(C(C)C)C(C)C.CN(C(ON1N=NC2C=CC=NC1=2)=[N+](C)C)C.F[P-](F)(F)(F)(F)F.[NH2:54][C@H:55]([CH2:64][C:65]1[CH:70]=[CH:69][C:68]([C:71]2[CH:76]=[CH:75][CH:74]=[CH:73][C:72]=2[F:77])=[CH:67][CH:66]=1)[CH2:56][C@:57]([CH2:62][OH:63])([CH3:61])[C:58]([OH:60])=[O:59]. Product: [F:77][C:72]1[CH:73]=[CH:74][CH:75]=[CH:76][C:71]=1[C:68]1[CH:69]=[CH:70][C:65]([CH2:64][C@@H:55]([NH:54][C:12]([C:9]2[O:8][C:7](=[O:6])[NH:11][CH:10]=2)=[O:14])[CH2:56][C@:57]([CH2:62][OH:63])([CH3:61])[C:58]([OH:60])=[O:59])=[CH:66][CH:67]=1. The catalyst class is: 3. (5) Reactant: CN1C=CN=C1.[CH:7]1([CH2:12][C@H:13]([CH2:34][N:35]([CH:44]=[O:45])[O:36][CH2:37][C:38]2[CH:43]=[CH:42][CH:41]=[CH:40][CH:39]=2)[C:14]([N:16]2[C@H:20]([C:21](O)=[O:22])[CH2:19][CH2:18][N:17]2[C:24]([O:26][CH2:27][C:28]2[CH:33]=[CH:32][CH:31]=[CH:30][CH:29]=2)=[O:25])=[O:15])[CH2:11][CH2:10][CH2:9][CH2:8]1.S(Cl)(C)(=O)=O.[N:51]1[CH:56]=[CH:55][C:54]([NH2:57])=[N:53][CH:52]=1. Product: [CH:7]1([CH2:12][C@H:13]([CH2:34][N:35]([CH:44]=[O:45])[O:36][CH2:37][C:38]2[CH:43]=[CH:42][CH:41]=[CH:40][CH:39]=2)[C:14]([N:16]2[C@H:20]([C:21]([NH:57][C:54]3[CH:55]=[CH:56][N:51]=[CH:52][N:53]=3)=[O:22])[CH2:19][CH2:18][N:17]2[C:24]([O:26][CH2:27][C:28]2[CH:33]=[CH:32][CH:31]=[CH:30][CH:29]=2)=[O:25])=[O:15])[CH2:8][CH2:9][CH2:10][CH2:11]1. The catalyst class is: 9. (6) Reactant: [Cl:1][C:2]1[C:3]([N:13]2[CH2:18][CH2:17][NH:16][CH2:15][CH2:14]2)=[N:4][CH:5]=[C:6]([CH:12]=1)[C:7]([O:9][CH2:10][CH3:11])=[O:8].[Cl:19][C:20]1[CH:25]=[CH:24][C:23]([S:26]([N:29]=[C:30]=[O:31])(=[O:28])=[O:27])=[CH:22][CH:21]=1. The catalyst class is: 2. Product: [Cl:1][C:2]1[C:3]([N:13]2[CH2:18][CH2:17][N:16]([C:30]([NH:29][S:26]([C:23]3[CH:24]=[CH:25][C:20]([Cl:19])=[CH:21][CH:22]=3)(=[O:27])=[O:28])=[O:31])[CH2:15][CH2:14]2)=[N:4][CH:5]=[C:6]([CH:12]=1)[C:7]([O:9][CH2:10][CH3:11])=[O:8].